Dataset: Reaction yield outcomes from USPTO patents with 853,638 reactions. Task: Predict the reaction yield, written as a fraction of the theoretical maximum amount of product (1.0 means a 100% yield; for example, 0.34 means a 34% yield). (1) The reactants are [Br:1][C:2]1[CH:3]=[C:4]([CH:7]=[CH:8][CH:9]=1)[CH2:5][Cl:6].[C:10]1([P:16]([C:23]2[CH:28]=[CH:27][CH:26]=[CH:25][CH:24]=2)[C:17]2[CH:22]=[CH:21][CH:20]=[CH:19][CH:18]=2)[CH:15]=[CH:14][CH:13]=[CH:12][CH:11]=1. The catalyst is CC1C=CC=CC=1C. The product is [Cl-:6].[Br:1][C:2]1[CH:3]=[C:4]([CH:7]=[CH:8][CH:9]=1)[CH2:5][P+:16]([C:17]1[CH:18]=[CH:19][CH:20]=[CH:21][CH:22]=1)([C:23]1[CH:28]=[CH:27][CH:26]=[CH:25][CH:24]=1)[C:10]1[CH:11]=[CH:12][CH:13]=[CH:14][CH:15]=1. The yield is 0.950. (2) The reactants are [CH2:1]([C:8]1[N:9]=[C:10](Cl)[C:11]2[C:19]3[C:14](=[CH:15][C:16]([C:20]([O:22][CH3:23])=[O:21])=[CH:17][CH:18]=3)[NH:13][C:12]=2[N:24]=1)[C:2]1[CH:7]=[CH:6][CH:5]=[CH:4][CH:3]=1.CC1(C)C(C)(C)OB(/[CH:34]=[CH:35]/[CH2:36][CH2:37][N:38]2[CH2:43][CH2:42][CH2:41][CH2:40][CH2:39]2)O1.C(=O)([O-])[O-].[K+].[K+]. The catalyst is C1C=CC([P]([Pd]([P](C2C=CC=CC=2)(C2C=CC=CC=2)C2C=CC=CC=2)([P](C2C=CC=CC=2)(C2C=CC=CC=2)C2C=CC=CC=2)[P](C2C=CC=CC=2)(C2C=CC=CC=2)C2C=CC=CC=2)(C2C=CC=CC=2)C2C=CC=CC=2)=CC=1. The product is [CH2:1]([C:8]1[N:9]=[C:10](/[CH:34]=[CH:35]/[CH2:36][CH2:37][N:38]2[CH2:43][CH2:42][CH2:41][CH2:40][CH2:39]2)[C:11]2[C:19]3[C:14](=[CH:15][C:16]([C:20]([O:22][CH3:23])=[O:21])=[CH:17][CH:18]=3)[NH:13][C:12]=2[N:24]=1)[C:2]1[CH:7]=[CH:6][CH:5]=[CH:4][CH:3]=1. The yield is 0.426. (3) The reactants are [NH2:1][C:2]1[CH:10]=[C:9]([Br:11])[CH:8]=[CH:7][C:3]=1[C:4](O)=[O:5].[NH2:12][C:13](N)=[O:14]. The catalyst is O. The product is [Br:11][C:9]1[CH:10]=[C:2]2[C:3]([C:4](=[O:5])[NH:12][C:13](=[O:14])[NH:1]2)=[CH:7][CH:8]=1. The yield is 0.900.